This data is from Human liver microsome stability data. The task is: Regression/Classification. Given a drug SMILES string, predict its absorption, distribution, metabolism, or excretion properties. Task type varies by dataset: regression for continuous measurements (e.g., permeability, clearance, half-life) or binary classification for categorical outcomes (e.g., BBB penetration, CYP inhibition). Dataset: hlm. (1) The drug is CCCCCCCC/C=C\CCCCCCCC(=O)N[C@@H](CCCCN)C(=O)O. The result is 0 (unstable in human liver microsomes). (2) The drug is CNCC1(c2cccc(Cl)c2)CCCCC1. The result is 0 (unstable in human liver microsomes). (3) The compound is COc1ccc(-c2c(=O)n(CCCCN3CCCC(c4c[nH]c5ccc(OC)cc45)C3)c(=O)n3ccccc23)cc1. The result is 1 (stable in human liver microsomes). (4) The molecule is COc1cc2c(N3CCN(C(=O)Nc4ccc(C#N)cc4)CC3)ncnc2cc1OCCN1CCSCC1. The result is 1 (stable in human liver microsomes). (5) The drug is CCCOC(=O)N1CCN(C(=O)c2ccc3c(Cl)cc(-c4ccc(C)cc4)nc3c2)CC1. The result is 0 (unstable in human liver microsomes).